From a dataset of Reaction yield outcomes from USPTO patents with 853,638 reactions. Predict the reaction yield, written as a fraction of the theoretical maximum amount of product (1.0 means a 100% yield; for example, 0.34 means a 34% yield). (1) The reactants are [NH2:1][C:2]1[CH:7]=[CH:6][C:5]([C:8]2[CH2:9][C@@H:10]3[N:16]([CH:17]=2)[C:15](=[O:18])[C:14]2[CH:19]=[C:20]([O:63][CH3:64])[C:21]([O:23][CH2:24][CH2:25][CH2:26][O:27][C:28]4[C:60]([O:61][CH3:62])=[CH:59][C:31]5[C:32](=[O:58])[N:33]6[CH:48]=[C:47]([C:49]7[CH:57]=[CH:56][C:52]8[O:53][CH2:54][O:55][C:51]=8[CH:50]=7)[CH2:46][C@H:34]6[C:35](=O)[N:36](COCC[Si](C)(C)C)[C:30]=5[CH:29]=4)=[CH:22][C:13]=2[N:12](COCC[Si](C)(C)C)[C:11]3=O)=[CH:4][CH:3]=1.[Li+].[B-](CC)(CC)CC.O. The catalyst is C1COCC1. The product is [NH2:1][C:2]1[CH:3]=[CH:4][C:5]([C:8]2[CH2:9][C@@H:10]3[N:16]([CH:17]=2)[C:15](=[O:18])[C:14]2[CH:19]=[C:20]([O:63][CH3:64])[C:21]([O:23][CH2:24][CH2:25][CH2:26][O:27][C:28]4[C:60]([O:61][CH3:62])=[CH:59][C:31]5[C:32](=[O:58])[N:33]6[CH:48]=[C:47]([C:49]7[CH:57]=[CH:56][C:52]8[O:53][CH2:54][O:55][C:51]=8[CH:50]=7)[CH2:46][C@H:34]6[CH:35]=[N:36][C:30]=5[CH:29]=4)=[CH:22][C:13]=2[N:12]=[CH:11]3)=[CH:6][CH:7]=1. The yield is 0.530. (2) The reactants are [NH2:1][C@H:2]([C:4]([NH:6][CH:7]1[N:13]=[C:12]([C:14]2[CH:19]=[CH:18][CH:17]=[CH:16][CH:15]=2)[C:11]2[CH:20]=[CH:21][CH:22]=[CH:23][C:10]=2[N:9]([CH3:24])[C:8]1=[O:25])=[O:5])[CH3:3].[Cl:26][CH2:27][C:28](Cl)=[O:29]. The catalyst is C(Cl)Cl. The product is [Cl:26][CH2:27][C:28]([NH:1][C@H:2]([C:4]([NH:6][CH:7]1[N:13]=[C:12]([C:14]2[CH:19]=[CH:18][CH:17]=[CH:16][CH:15]=2)[C:11]2[CH:20]=[CH:21][CH:22]=[CH:23][C:10]=2[N:9]([CH3:24])[C:8]1=[O:25])=[O:5])[CH3:3])=[O:29]. The yield is 0.980.